Dataset: Forward reaction prediction with 1.9M reactions from USPTO patents (1976-2016). Task: Predict the product of the given reaction. (1) Given the reactants [CH3:1][C:2]1[N:7]=[C:6](/[CH:8]=[CH:9]/[C:10]2[CH:15]=[CH:14][C:13]([S:16][CH3:17])=[CH:12][CH:11]=2)[N:5]=[C:4](O)[CH:3]=1.O=P(Cl)(Cl)[Cl:21], predict the reaction product. The product is: [Cl:21][C:4]1[CH:3]=[C:2]([CH3:1])[N:7]=[C:6](/[CH:8]=[CH:9]/[C:10]2[CH:15]=[CH:14][C:13]([S:16][CH3:17])=[CH:12][CH:11]=2)[N:5]=1. (2) Given the reactants [CH3:1][C:2]1[C:10]2[C:5](=[CH:6][C:7]([N+:11]([O-])=O)=[CH:8][CH:9]=2)[N:4]([CH2:14][O:15][CH2:16][CH2:17][Si:18]([CH3:21])([CH3:20])[CH3:19])[N:3]=1.[H][H], predict the reaction product. The product is: [CH3:1][C:2]1[C:10]2[C:5](=[CH:6][C:7]([NH2:11])=[CH:8][CH:9]=2)[N:4]([CH2:14][O:15][CH2:16][CH2:17][Si:18]([CH3:19])([CH3:21])[CH3:20])[N:3]=1.